From a dataset of Reaction yield outcomes from USPTO patents with 853,638 reactions. Predict the reaction yield, written as a fraction of the theoretical maximum amount of product (1.0 means a 100% yield; for example, 0.34 means a 34% yield). (1) The reactants are Cl.[N:2]1[CH:7]=[CH:6][CH:5]=[CH:4][C:3]=1[C:8](Cl)=[O:9].[Br:11][C:12]1[C:13]([F:22])=[C:14]2[C:20]([NH2:21])=[CH:19][NH:18][C:15]2=[N:16][CH:17]=1.[Li+].[OH-]. The catalyst is N1C=CC=CC=1.C1COCC1. The product is [Br:11][C:12]1[C:13]([F:22])=[C:14]2[C:20]([NH:21][C:8](=[O:9])[C:3]3[CH:4]=[CH:5][CH:6]=[CH:7][N:2]=3)=[CH:19][NH:18][C:15]2=[N:16][CH:17]=1. The yield is 0.820. (2) The reactants are [CH2:1]([NH:5][CH:6]1[CH2:9][N:8]([C:10]([C:12]2[CH:13]=[C:14]([CH:27]=[CH:28][C:29]=2[F:30])[CH2:15][C:16]2[C:25]3[C:20](=[CH:21][CH:22]=[CH:23][CH:24]=3)[C:19](=[O:26])[NH:18][N:17]=2)=[O:11])[CH2:7]1)[CH2:2][CH2:3][CH3:4].[ClH:31]. No catalyst specified. The product is [ClH:31].[CH2:1]([NH:5][CH:6]1[CH2:7][N:8]([C:10]([C:12]2[CH:13]=[C:14]([CH:27]=[CH:28][C:29]=2[F:30])[CH2:15][C:16]2[C:25]3[C:20](=[CH:21][CH:22]=[CH:23][CH:24]=3)[C:19](=[O:26])[NH:18][N:17]=2)=[O:11])[CH2:9]1)[CH2:2][CH2:3][CH3:4]. The yield is 0.980.